Dataset: Catalyst prediction with 721,799 reactions and 888 catalyst types from USPTO. Task: Predict which catalyst facilitates the given reaction. Reactant: C1N=CN(C(N2C=NC=C2)=O)C=1.[C:13]1([C:19]#[C:20][C:21]2[S:22][C:23]([C:26]([OH:28])=O)=[CH:24][N:25]=2)[CH:18]=[CH:17][CH:16]=[CH:15][CH:14]=1.[NH:29]1[CH2:34][CH2:33][CH2:32][CH2:31][CH2:30]1.FC(F)(F)C(O)=O. Product: [C:13]1([C:19]#[C:20][C:21]2[S:22][C:23]([C:26]([N:29]3[CH2:34][CH2:33][CH2:32][CH2:31][CH2:30]3)=[O:28])=[CH:24][N:25]=2)[CH:14]=[CH:15][CH:16]=[CH:17][CH:18]=1. The catalyst class is: 765.